Dataset: Reaction yield outcomes from USPTO patents with 853,638 reactions. Task: Predict the reaction yield, written as a fraction of the theoretical maximum amount of product (1.0 means a 100% yield; for example, 0.34 means a 34% yield). (1) The reactants are Br[C:2]1[N:7]=[N:6][C:5]([NH2:8])=[N:4][C:3]=1[C:9]1[CH:14]=[CH:13][CH:12]=[CH:11][CH:10]=1.[CH3:15][O:16][C:17]1[CH:22]=[CH:21][C:20]([OH:23])=[CH:19][CH:18]=1. No catalyst specified. The product is [CH3:15][O:16][C:17]1[CH:22]=[CH:21][C:20]([O:23][C:2]2[N:7]=[N:6][C:5]([NH2:8])=[N:4][C:3]=2[C:9]2[CH:14]=[CH:13][CH:12]=[CH:11][CH:10]=2)=[CH:19][CH:18]=1. The yield is 0.130. (2) The reactants are [Cl:1][C:2]1[CH:7]=[CH:6][C:5]([Cl:8])=[CH:4][C:3]=1[C:9]1[N:14]([CH2:15][C:16]2[CH:21]=[CH:20][C:19]([C:22]([CH3:25])([CH3:24])[CH3:23])=[CH:18][CH:17]=2)[C:13](=[O:26])[CH:12]=[C:11]([OH:27])[N:10]=1.[Cl-].C[Al+]C.CCCCCC.C(C1C=CC([CH2:46][NH2:47])=CC=1)(C)(C)C.ClC1C=CC(Cl)=CC=1C#N.C(OCC)(=O)[CH2:61][C:62]([O:64]CC)=[O:63].C[O-:72].[Na+].CO. The catalyst is O.COCCO.C1(C)C=CC=CC=1. The product is [Cl:1][C:2]1[CH:7]=[CH:6][C:5]([Cl:8])=[CH:4][C:3]=1[C:9]1[N:14]([CH2:15][C:16]2[CH:21]=[CH:20][C:19]([C:22]([CH3:24])([CH3:23])[CH3:25])=[CH:18][CH:17]=2)[C:13](=[O:26])[C:12]([C:46]([NH:47][CH2:61][C:62]([OH:64])=[O:63])=[O:72])=[C:11]([OH:27])[N:10]=1. The yield is 0.530.